From a dataset of NCI-60 drug combinations with 297,098 pairs across 59 cell lines. Regression. Given two drug SMILES strings and cell line genomic features, predict the synergy score measuring deviation from expected non-interaction effect. (1) Drug 1: CC1CCC2CC(C(=CC=CC=CC(CC(C(=O)C(C(C(=CC(C(=O)CC(OC(=O)C3CCCCN3C(=O)C(=O)C1(O2)O)C(C)CC4CCC(C(C4)OC)O)C)C)O)OC)C)C)C)OC. Drug 2: CC=C1C(=O)NC(C(=O)OC2CC(=O)NC(C(=O)NC(CSSCCC=C2)C(=O)N1)C(C)C)C(C)C. Cell line: ACHN. Synergy scores: CSS=18.3, Synergy_ZIP=-5.21, Synergy_Bliss=-3.23, Synergy_Loewe=-12.8, Synergy_HSA=-3.12. (2) Drug 1: C1=CC(=CC=C1CC(C(=O)O)N)N(CCCl)CCCl.Cl. Drug 2: C1=NC2=C(N1)C(=S)N=CN2. Cell line: MALME-3M. Synergy scores: CSS=3.01, Synergy_ZIP=-8.13, Synergy_Bliss=-13.4, Synergy_Loewe=-16.0, Synergy_HSA=-13.2.